This data is from Catalyst prediction with 721,799 reactions and 888 catalyst types from USPTO. The task is: Predict which catalyst facilitates the given reaction. (1) Reactant: [OH:1][CH2:2][CH2:3][N:4]([CH2:8][C:9]1[CH:10]=[C:11]([CH:16]=[CH:17][CH:18]=1)[C:12]([O:14]C)=O)[CH2:5][CH2:6][CH3:7].O.[OH-].[Li+].[ClH:22].Cl.[NH2:24][C@@H:25]([CH2:38][C:39]1[CH:44]=[C:43]([F:45])[CH:42]=[C:41]([F:46])[CH:40]=1)[C@H:26]([OH:37])[CH2:27][NH:28][CH2:29][C:30]1[CH:35]=[CH:34][CH:33]=[C:32]([I:36])[CH:31]=1.C(N(C(C)C)CC)(C)C.CN(C(ON1N=NC2C=CC=NC1=2)=[N+](C)C)C.F[P-](F)(F)(F)(F)F. Product: [ClH:22].[ClH:22].[F:45][C:43]1[CH:44]=[C:39]([CH:40]=[C:41]([F:46])[CH:42]=1)[CH2:38][C@H:25]([NH:24][C:12](=[O:14])[C:11]1[CH:16]=[CH:17][CH:18]=[C:9]([CH2:8][N:4]([CH2:3][CH2:2][OH:1])[CH2:5][CH2:6][CH3:7])[CH:10]=1)[C@H:26]([OH:37])[CH2:27][NH:28][CH2:29][C:30]1[CH:35]=[CH:34][CH:33]=[C:32]([I:36])[CH:31]=1. The catalyst class is: 193. (2) Reactant: [F:1][C:2]1[CH:7]=[CH:6][C:5]([F:8])=[CH:4][C:3]=1[C:9]1[C:10]([CH2:15]OS(C)(=O)=O)=[N:11][CH:12]=[CH:13][CH:14]=1.[Li+].[Br-:22]. Product: [Br:22][CH2:15][C:10]1[C:9]([C:3]2[CH:4]=[C:5]([F:8])[CH:6]=[CH:7][C:2]=2[F:1])=[CH:14][CH:13]=[CH:12][N:11]=1. The catalyst class is: 1. (3) Reactant: [NH2:1][C:2]1[C:3]2[C:10]([C:11]3[CH:16]=[CH:15][C:14]([O:17][C:18]4[CH:23]=[CH:22][CH:21]=[CH:20][CH:19]=4)=[CH:13][CH:12]=3)=[CH:9][NH:8][C:4]=2[N:5]=[CH:6][N:7]=1.[H-].[Na+].Br[CH:27]1[CH2:32][CH2:31][O:30][C:28]1=[O:29]. Product: [NH2:1][C:2]1[C:3]2[C:10]([C:11]3[CH:12]=[CH:13][C:14]([O:17][C:18]4[CH:23]=[CH:22][CH:21]=[CH:20][CH:19]=4)=[CH:15][CH:16]=3)=[CH:9][N:8]([CH:27]3[CH2:32][CH2:31][O:30][C:28]3=[O:29])[C:4]=2[N:5]=[CH:6][N:7]=1. The catalyst class is: 9. (4) Reactant: [CH2:1]([C@@H:4]1[CH2:9][C@H:8]([C:10]2[CH:15]=[CH:14][CH:13]=[C:12]([Cl:16])[CH:11]=2)[C@@H:7]([C:17]2[CH:22]=[CH:21][C:20]([Cl:23])=[CH:19][CH:18]=2)[N:6]([C@@H:24]([CH2:27][CH3:28])[CH:25]=O)[C:5]1=[O:29])[CH:2]=[CH2:3].C(O)(=O)C.[CH3:34][NH2:35].C1COCC1. Product: [CH2:1]([C@@H:4]1[CH2:9][C@H:8]([C:10]2[CH:15]=[CH:14][CH:13]=[C:12]([Cl:16])[CH:11]=2)[C@@H:7]([C:17]2[CH:18]=[CH:19][C:20]([Cl:23])=[CH:21][CH:22]=2)[N:6]([CH:24]([CH2:27][CH3:28])[CH2:25][NH:35][CH3:34])[C:5]1=[O:29])[CH:2]=[CH2:3]. The catalyst class is: 26. (5) The catalyst class is: 3. Product: [NH2:17][C:15]1[C:16]2[C:8]([C:5]3[CH:4]=[CH:3][C:2]([NH:1][C:41]([C:33]4[N:32]([CH3:31])[C:40]5[C:35]([CH:34]=4)=[CH:36][CH:37]=[CH:38][CH:39]=5)=[O:42])=[CH:7][CH:6]=3)=[CH:9][N:10]([C@H:18]3[CH2:23][CH2:22][C@H:21]([N:24]4[CH2:25][CH2:26][N:27]([CH3:30])[CH2:28][CH2:29]4)[CH2:20][CH2:19]3)[C:11]=2[N:12]=[CH:13][N:14]=1. Reactant: [NH2:1][C:2]1[CH:7]=[CH:6][C:5]([C:8]2[C:16]3[C:15]([NH2:17])=[N:14][CH:13]=[N:12][C:11]=3[N:10]([C@H:18]3[CH2:23][CH2:22][C@H:21]([N:24]4[CH2:29][CH2:28][N:27]([CH3:30])[CH2:26][CH2:25]4)[CH2:20][CH2:19]3)[CH:9]=2)=[CH:4][CH:3]=1.[CH3:31][N:32]1[C:40]2[C:35](=[CH:36][CH:37]=[CH:38][CH:39]=2)[CH:34]=[C:33]1[C:41](O)=[O:42].CN(C(ON1N=NC2C=CC=CC1=2)=[N+](C)C)C.[B-](F)(F)(F)F.CCN(C(C)C)C(C)C. (6) Reactant: S(=O)(=O)(O)O.C([O:10][C:11](=[O:25])[CH:12]=[C:13]([C:18]1[CH:23]=[CH:22][C:21]([F:24])=[CH:20][CH:19]=1)[C:14]([F:17])([F:16])[F:15])(C)(C)C.[OH-].[Na+]. Product: [F:17][C:14]([F:15])([F:16])[C:13]([C:18]1[CH:23]=[CH:22][C:21]([F:24])=[CH:20][CH:19]=1)=[CH:12][C:11]([OH:25])=[O:10]. The catalyst class is: 2. (7) Reactant: Br[C:2]1[N:7]2[N:8]=[C:9]([CH2:14][CH3:15])[C:10]([N+:11]([O-:13])=[O:12])=[C:6]2[CH:5]=[CH:4][CH:3]=1.[Cl:16][C:17]1[CH:22]=[C:21]([O:23][CH3:24])[CH:20]=[CH:19][C:18]=1OB(O)O.O.O.O.O.O.O.O.O.[OH-].[Ba+2].[OH-].C(OCC)(=O)C. Product: [Cl:16][C:17]1[CH:22]=[C:21]([O:23][CH3:24])[CH:20]=[CH:19][C:18]=1[C:2]1[N:7]2[N:8]=[C:9]([CH2:14][CH3:15])[C:10]([N+:11]([O-:13])=[O:12])=[C:6]2[CH:5]=[CH:4][CH:3]=1. The catalyst class is: 149. (8) Reactant: [F:1][C:2]1[CH:7]=[CH:6][CH:5]=[CH:4][C:3]=1[NH:8][C:9]([C@H:11]1[N:19]([C:20](=[O:39])[C@@H:21]([NH:25][C:26](=[O:38])[C@@H:27]([N:29](C)[C:30](=O)OC(C)(C)C)[CH3:28])[CH:22]([CH3:24])[CH3:23])[C:14]2=[N:15][CH:16]=[CH:17][CH:18]=[C:13]2[CH2:12]1)=[O:10].C(O)(C(F)(F)F)=O. Product: [F:1][C:2]1[CH:7]=[CH:6][CH:5]=[CH:4][C:3]=1[NH:8][C:9]([C@H:11]1[N:19]([C:20](=[O:39])[C@@H:21]([NH:25][C:26](=[O:38])[C@@H:27]([NH:29][CH3:30])[CH3:28])[CH:22]([CH3:23])[CH3:24])[C:14]2=[N:15][CH:16]=[CH:17][CH:18]=[C:13]2[CH2:12]1)=[O:10]. The catalyst class is: 2.